Dataset: Catalyst prediction with 721,799 reactions and 888 catalyst types from USPTO. Task: Predict which catalyst facilitates the given reaction. Reactant: [C:1]1([CH3:10])[CH:6]=[CH:5][CH:4]=[C:3]([N:7]=[C:8]=[O:9])[CH:2]=1.Cl.[NH2:12][CH2:13][C:14]1[CH:22]=[CH:21][CH:20]=[C:19]2[C:15]=1[C:16](=[O:32])[N:17]([CH:24]1[CH2:29][CH2:28][C:27](=[O:30])[NH:26][C:25]1=[O:31])[C:18]2=[O:23].C(N(CC)CC)C. Product: [O:31]=[C:25]1[CH:24]([N:17]2[C:16](=[O:32])[C:15]3[C:19](=[CH:20][CH:21]=[CH:22][C:14]=3[CH2:13][NH:12][C:8]([NH:7][C:3]3[CH:2]=[C:1]([CH3:10])[CH:6]=[CH:5][CH:4]=3)=[O:9])[C:18]2=[O:23])[CH2:29][CH2:28][C:27](=[O:30])[NH:26]1. The catalyst class is: 1.